This data is from Catalyst prediction with 721,799 reactions and 888 catalyst types from USPTO. The task is: Predict which catalyst facilitates the given reaction. (1) Reactant: [CH3:1][O:2][C:3]1[C:7]2[C:8](=[O:25])[N:9]([CH2:16][C:17](=[O:24])[C:18]3[CH:23]=[CH:22][CH:21]=[CH:20][CH:19]=3)[C:10]3[CH:11]=[CH:12][CH:13]=[CH:14][C:15]=3[C:6]=2[N:5]([CH3:26])[C:4]=1[C:27]([NH:29][CH:30]1[CH2:35][CH2:34][NH:33][CH2:32][CH2:31]1)=[O:28].F[C:37]1[CH:44]=[CH:43][C:40]([C:41]#[N:42])=[CH:39][CH:38]=1.C(=O)([O-])[O-].[K+].[K+]. Product: [C:41]([C:40]1[CH:43]=[CH:44][C:37]([N:33]2[CH2:32][CH2:31][CH:30]([NH:29][C:27]([C:4]3[N:5]([CH3:26])[C:6]4[C:15]5[CH:14]=[CH:13][CH:12]=[CH:11][C:10]=5[N:9]([CH2:16][C:17](=[O:24])[C:18]5[CH:23]=[CH:22][CH:21]=[CH:20][CH:19]=5)[C:8](=[O:25])[C:7]=4[C:3]=3[O:2][CH3:1])=[O:28])[CH2:35][CH2:34]2)=[CH:38][CH:39]=1)#[N:42]. The catalyst class is: 264. (2) Reactant: [Cl:1][C:2]1[CH:3]=[C:4]([CH:6]=[C:7]([Cl:9])[CH:8]=1)[NH2:5].[CH2:10]([C:12](=O)[C:13]([O-:15])=[O:14])[CH3:11].[CH3:17][C:18]1[CH:25]=[CH:24][CH:23]=[CH:22][C:19]=1C=C.F[C:27](F)(F)[C:28](O)=O. Product: [CH2:27]([O:15][C:13]([CH:12]1[CH2:10][CH:11]([C:19]2[CH:22]=[CH:23][CH:24]=[CH:25][C:18]=2[CH3:17])[C:3]2[C:4](=[CH:6][C:7]([Cl:9])=[CH:8][C:2]=2[Cl:1])[NH:5]1)=[O:14])[CH3:28]. The catalyst class is: 10. (3) Reactant: [NH2:1][CH2:2][CH:3]1[CH2:8][CH2:7][N:6]([C:9]([O:11][CH2:12][C:13]2[CH:18]=[CH:17][C:16]([CH3:19])=[CH:15][CH:14]=2)=[O:10])[CH2:5][CH2:4]1.Cl[C:21]1[N:26]=[CH:25][CH:24]=[CH:23][N:22]=1.C(N(CC)CC)C. Product: [N:22]1[CH:23]=[CH:24][CH:25]=[N:26][C:21]=1[NH:1][CH2:2][CH:3]1[CH2:8][CH2:7][N:6]([C:9]([O:11][CH2:12][C:13]2[CH:14]=[CH:15][C:16]([CH3:19])=[CH:17][CH:18]=2)=[O:10])[CH2:5][CH2:4]1. The catalyst class is: 39. (4) Reactant: [Cl:1][C:2]1[CH:7]=[C:6](I)[C:5]([Cl:9])=[CH:4][N:3]=1.[F:10][C:11]([F:22])([F:21])[C:12]1[N:17]=[CH:16][C:15](B(O)O)=[CH:14][CH:13]=1.O1CCOCC1.C(=O)([O-])[O-].[K+].[K+]. Product: [Cl:1][C:2]1[CH:7]=[C:6]([C:15]2[CH:16]=[N:17][C:12]([C:11]([F:22])([F:21])[F:10])=[CH:13][CH:14]=2)[C:5]([Cl:9])=[CH:4][N:3]=1. The catalyst class is: 263. (5) Reactant: [O:1]1[C:5]2[CH:6]=[CH:7][CH:8]=[CH:9][C:4]=2[N:3]=[C:2]1[C:10]1[CH:11]=[CH:12][C:13]([NH:17][CH:18]2[CH2:23][CH2:22][O:21][CH2:20][CH2:19]2)=[C:14]([CH:16]=1)[NH2:15].[O:24]1[CH2:29][CH2:28][CH:27]([CH2:30][CH:31]=O)[CH2:26][CH2:25]1.OOS([O-])=O.[K+].C(=O)([O-])[O-].[K+].[K+]. Product: [O:1]1[C:5]2[CH:6]=[CH:7][CH:8]=[CH:9][C:4]=2[N:3]=[C:2]1[C:10]1[CH:11]=[CH:12][C:13]2[N:17]([CH:18]3[CH2:23][CH2:22][O:21][CH2:20][CH2:19]3)[C:31]([CH2:30][CH:27]3[CH2:28][CH2:29][O:24][CH2:25][CH2:26]3)=[N:15][C:14]=2[CH:16]=1. The catalyst class is: 9. (6) Reactant: [OH:1][C:2]1[C:11]([OH:12])=[C:10]([O:13][CH3:14])[CH:9]=[CH:8][C:3]=1[C:4]([O:6][CH3:7])=[O:5].Br[CH2:16][C:17]1([CH2:25]Br)[CH2:22][O:21][C:20]([CH3:24])([CH3:23])[O:19][CH2:18]1.C([O-])([O-])=O.[K+].[K+]. Product: [CH3:7][O:6][C:4]([C:3]1[C:2]2[O:1][CH2:25][C:17]3([CH2:22][O:21][C:20]([CH3:24])([CH3:23])[O:19][CH2:18]3)[CH2:16][O:12][C:11]=2[C:10]([O:13][CH3:14])=[CH:9][CH:8]=1)=[O:5]. The catalyst class is: 16. (7) Reactant: [C:1]1([S:7]([N:10]2[C:14]3[S:15][C:16]([Br:24])=[C:17]([C:18]4[CH:23]=[CH:22][CH:21]=[CH:20][CH:19]=4)[C:13]=3[C:12]([N:25]3[CH:30]4[CH2:31][CH2:32][CH:26]3[CH2:27][CH:28]([OH:33])[CH2:29]4)=[N:11]2)(=[O:9])=[O:8])[CH:6]=[CH:5][CH:4]=[CH:3][CH:2]=1.CC(OI1(OC(C)=O)(OC(C)=O)OC(=O)C2C=CC=CC1=2)=O. Product: [C:1]1([S:7]([N:10]2[C:14]3[S:15][C:16]([Br:24])=[C:17]([C:18]4[CH:23]=[CH:22][CH:21]=[CH:20][CH:19]=4)[C:13]=3[C:12]([N:25]3[CH:26]4[CH2:32][CH2:31][CH:30]3[CH2:29][C:28](=[O:33])[CH2:27]4)=[N:11]2)(=[O:8])=[O:9])[CH:2]=[CH:3][CH:4]=[CH:5][CH:6]=1. The catalyst class is: 4. (8) Reactant: [Cl:1][C:2]1[C:3]([F:29])=[C:4]([CH:8]([O:22][CH2:23][C:24](OCC)=[O:25])[C@@H:9]2[CH2:14][CH2:13][CH2:12][N:11]([C:15]([O:17][C:18]([CH3:21])([CH3:20])[CH3:19])=[O:16])[CH2:10]2)[CH:5]=[CH:6][CH:7]=1. Product: [Cl:1][C:2]1[C:3]([F:29])=[C:4]([CH:8]([O:22][CH2:23][CH2:24][OH:25])[C@@H:9]2[CH2:14][CH2:13][CH2:12][N:11]([C:15]([O:17][C:18]([CH3:19])([CH3:20])[CH3:21])=[O:16])[CH2:10]2)[CH:5]=[CH:6][CH:7]=1. The catalyst class is: 5. (9) Reactant: [O:1]1[CH:5]=[CH:4][C:3]2[CH:6]=[C:7]3[CH2:11][CH:10]([C:12]#[N:13])[C:8]3=[CH:9][C:2]1=2. Product: [O:1]1[CH:5]=[CH:4][C:3]2[CH:6]=[C:7]3[CH2:11][CH:10]([CH2:12][NH2:13])[C:8]3=[CH:9][C:2]1=2. The catalyst class is: 171.